Dataset: Reaction yield outcomes from USPTO patents with 853,638 reactions. Task: Predict the reaction yield, written as a fraction of the theoretical maximum amount of product (1.0 means a 100% yield; for example, 0.34 means a 34% yield). (1) The reactants are [N:1]([CH2:4][CH2:5][O:6][CH2:7][CH2:8][O:9][CH2:10][CH2:11][O:12][C:13]1[CH:18]=[CH:17][C:16]([NH:19][C:20](=[O:26])[O:21][C:22]([CH3:25])([CH3:24])[CH3:23])=[CH:15][CH:14]=1)=[N+:2]=[N-:3].[I:27][C:28]1[CH:33]=[CH:32][C:31]([O:34][CH2:35][C:36]#[CH:37])=[CH:30][CH:29]=1.O. The catalyst is C1COCC1.[O-]S([O-])(=O)=O.[Cu+2]. The product is [I:27][C:28]1[CH:33]=[CH:32][C:31]([O:34][CH2:35][C:36]2[N:3]=[N:2][N:1]([CH2:4][CH2:5][O:6][CH2:7][CH2:8][O:9][CH2:10][CH2:11][O:12][C:13]3[CH:14]=[CH:15][C:16]([NH:19][C:20](=[O:26])[O:21][C:22]([CH3:23])([CH3:25])[CH3:24])=[CH:17][CH:18]=3)[CH:37]=2)=[CH:30][CH:29]=1. The yield is 0.680. (2) The reactants are [F:1][C:2]1[CH:28]=[C:27]([F:29])[CH:26]=[CH:25][C:3]=1[CH2:4][O:5][C:6]1[CH:11]=[C:10]([CH3:12])[N:9]([C:13]2[CH:22]=[CH:21][C:16]([C:17]([O:19][CH3:20])=[O:18])=[CH:15][C:14]=2[F:23])[C:8](=[O:24])[CH:7]=1.[Br:30]N1C(=O)CCC1=O.C([O-])(O)=O.[Na+]. No catalyst specified. The product is [Br:30][C:7]1[C:8](=[O:24])[N:9]([C:13]2[CH:22]=[CH:21][C:16]([C:17]([O:19][CH3:20])=[O:18])=[CH:15][C:14]=2[F:23])[C:10]([CH3:12])=[CH:11][C:6]=1[O:5][CH2:4][C:3]1[CH:25]=[CH:26][C:27]([F:29])=[CH:28][C:2]=1[F:1]. The yield is 0.590. (3) The reactants are [F:1][C:2]([F:6])([F:5])[CH2:3][OH:4].F[C:8]1[CH:13]=[C:12]([F:14])[CH:11]=[C:10](F)[C:9]=1[N+:16]([O-:18])=[O:17].[OH2:19]. The catalyst is C1(C)C=CC=CC=1. The product is [F:14][C:12]1[CH:13]=[C:8]([O:19][CH2:3][C:2]([F:6])([F:5])[F:1])[C:9]([N+:16]([O-:18])=[O:17])=[C:10]([O:4][CH2:3][C:2]([F:6])([F:5])[F:1])[CH:11]=1. The yield is 0.950. (4) The catalyst is CN(C=O)C.CCCCCC.CCOC(C)=O. The product is [CH3:14][S:13][CH:7]1[C:6]2[C:10](=[CH:11][C:3]([CH2:2][O:1][Si:15]([C:18]([CH3:21])([CH3:20])[CH3:19])([CH3:17])[CH3:16])=[CH:4][CH:5]=2)[NH:9][C:8]1=[O:12]. The yield is 0.430. The reactants are [OH:1][CH2:2][C:3]1[CH:11]=[C:10]2[C:6]([CH:7]([S:13][CH3:14])[C:8](=[O:12])[NH:9]2)=[CH:5][CH:4]=1.[Si:15](Cl)([C:18]([CH3:21])([CH3:20])[CH3:19])([CH3:17])[CH3:16].N1C=CN=C1. (5) The reactants are Br[C:2]1[CH:3]=[C:4]([Cl:20])[C:5]([CH2:8][N:9]2[C:17](=[O:18])[C:16]3[C:11](=[CH:12][CH:13]=[CH:14][CH:15]=3)[C:10]2=[O:19])=[N:6][CH:7]=1.C([O-])([O-])=O.[K+].[K+].[C:27]1(C)C=CC=C[CH:28]=1. The catalyst is C1C=CC([P]([Pd]([P](C2C=CC=CC=2)(C2C=CC=CC=2)C2C=CC=CC=2)([P](C2C=CC=CC=2)(C2C=CC=CC=2)C2C=CC=CC=2)[P](C2C=CC=CC=2)(C2C=CC=CC=2)C2C=CC=CC=2)(C2C=CC=CC=2)C2C=CC=CC=2)=CC=1. The product is [Cl:20][C:4]1[C:5]([CH2:8][N:9]2[C:17](=[O:18])[C:16]3[C:11](=[CH:12][CH:13]=[CH:14][CH:15]=3)[C:10]2=[O:19])=[N:6][CH:7]=[C:2]([CH:27]=[CH2:28])[CH:3]=1. The yield is 0.650. (6) The reactants are C[O:2][C:3]([C:5]1[CH:26]=[CH:25][C:8]2[C:9]3[N:10]=[C:11]([C:17]4[N:18]([CH:22]([CH3:24])[CH3:23])[N:19]=[CH:20][N:21]=4)[S:12][C:13]=3[CH2:14][CH2:15][O:16][C:7]=2[CH:6]=1)=O.[H-].C([Al+]CC(C)C)C(C)C.CO.C(C(C(C([O-])=O)O)O)([O-])=O.[Na+].[K+]. The catalyst is C1COCC1. The product is [CH:22]([N:18]1[C:17]([C:11]2[S:12][C:13]3[CH2:14][CH2:15][O:16][C:7]4[CH:6]=[C:5]([CH2:3][OH:2])[CH:26]=[CH:25][C:8]=4[C:9]=3[N:10]=2)=[N:21][CH:20]=[N:19]1)([CH3:24])[CH3:23]. The yield is 0.990. (7) The reactants are [CH3:1][N:2]1[CH2:7][CH2:6][NH:5][CH:4]([C:8]2[CH:13]=[CH:12][CH:11]=[CH:10][CH:9]=2)[CH2:3]1.C(N(CC)CC)C.[C:21](Cl)(=[O:28])[C:22]1[CH:27]=[CH:26][CH:25]=[CH:24][CH:23]=1. The catalyst is ClCCl. The product is [C:21]([CH:3]1[CH:4]([C:8]2[CH:9]=[CH:10][CH:11]=[CH:12][CH:13]=2)[NH:5][CH2:6][CH2:7][N:2]1[CH3:1])(=[O:28])[C:22]1[CH:27]=[CH:26][CH:25]=[CH:24][CH:23]=1. The yield is 0.940. (8) The reactants are [Cl:1][C:2]1[C:10]([C:11]2([C:14]#[N:15])[CH2:13][CH2:12]2)=[CH:9][CH:8]=[CH:7][C:3]=1[C:4]([OH:6])=O.CN(C)C=O.[NH2:21][C:22]1[C:23]([F:30])=[CH:24][C:25]([F:29])=[C:26]([OH:28])[CH:27]=1.C(=O)([O-])O.[Na+]. The catalyst is C(Cl)(=O)C(Cl)=O.O1CCCC1.O. The product is [Cl:1][C:2]1[C:10]([C:11]2([C:14]#[N:15])[CH2:13][CH2:12]2)=[CH:9][CH:8]=[CH:7][C:3]=1[C:4]([NH:21][C:22]1[CH:27]=[C:26]([OH:28])[C:25]([F:29])=[CH:24][C:23]=1[F:30])=[O:6]. The yield is 0.700.